Dataset: Peptide-MHC class II binding affinity with 134,281 pairs from IEDB. Task: Regression. Given a peptide amino acid sequence and an MHC pseudo amino acid sequence, predict their binding affinity value. This is MHC class II binding data. (1) The peptide sequence is TILPLMALLTPVTMA. The MHC is DRB4_0103 with pseudo-sequence DRB4_0103. The binding affinity (normalized) is 0.763. (2) The peptide sequence is LVSQALNSVANRS. The MHC is DRB4_0101 with pseudo-sequence DRB4_0103. The binding affinity (normalized) is 0.227.